Dataset: Full USPTO retrosynthesis dataset with 1.9M reactions from patents (1976-2016). Task: Predict the reactants needed to synthesize the given product. Given the product [Cl:24][C:16]1[N:15]=[C:14]([N:11]2[CH2:12][CH2:13][NH:8][C@@H:9]([CH3:25])[CH2:10]2)[CH:19]=[CH:18][C:17]=1[C:20]([F:23])([F:21])[F:22], predict the reactants needed to synthesize it. The reactants are: C(OC([N:8]1[CH2:13][CH2:12][N:11]([C:14]2[CH:19]=[CH:18][C:17]([C:20]([F:23])([F:22])[F:21])=[C:16]([Cl:24])[N:15]=2)[CH2:10][C@@H:9]1[CH3:25])=O)(C)(C)C.